This data is from Retrosynthesis with 50K atom-mapped reactions and 10 reaction types from USPTO. The task is: Predict the reactants needed to synthesize the given product. (1) Given the product CNCC[C@H](c1ccccc1)c1c[nH]c2ncccc12, predict the reactants needed to synthesize it. The reactants are: CN(CC[C@H](c1ccccc1)c1c[nH]c2ncccc12)C(=O)OC(C)(C)C. (2) Given the product Cc1ncc(-c2ccnc(NC3CCN(CCc4ccccc4)CC3)n2)n1C(C)C, predict the reactants needed to synthesize it. The reactants are: BrCCc1ccccc1.Cc1ncc(-c2ccnc(NC3CCNCC3)n2)n1C(C)C. (3) Given the product CC(C)(O)c1cc(F)c(-c2cc(C(N)=O)c(Nc3ccccc3)s2)c(F)c1, predict the reactants needed to synthesize it. The reactants are: CC(C)(O)c1cc(F)c(-c2cc(C(N)=O)c(N)s2)c(F)c1.Ic1ccccc1. (4) Given the product COc1ccc2c(c1)C(c1ccc(Cl)cc1)=N[C@@H](CC(=O)NCc1cccc(O)c1O)c1nnc(C)n1-2, predict the reactants needed to synthesize it. The reactants are: COc1ccc2c(c1)C(c1ccc(Cl)cc1)=N[C@@H](CC(=O)O)c1nnc(C)n1-2.NCc1cccc(O)c1O.